From a dataset of Reaction yield outcomes from USPTO patents with 853,638 reactions. Predict the reaction yield, written as a fraction of the theoretical maximum amount of product (1.0 means a 100% yield; for example, 0.34 means a 34% yield). (1) The reactants are [OH:1][CH:2]([C:4]1[CH:9]=[CH:8][N:7]=[C:6]([O:10][CH:11]2[CH2:16][CH2:15][N:14]([C:17]([O:19][C:20]([CH3:23])([CH3:22])[CH3:21])=[O:18])[CH2:13][CH2:12]2)[CH:5]=1)[CH3:3].O[C:25]1[CH:29]=[C:28]([N:30]2[C:34]3[CH:35]=[CH:36][C:37]([C:39]4[CH:40]=[N:41][N:42]([CH3:44])[CH:43]=4)=[CH:38][C:33]=3[N:32]=[CH:31]2)[S:27][C:26]=1[C:45]([O:47][CH3:48])=[O:46]. No catalyst specified. The product is [CH3:48][O:47][C:45]([C:26]1[S:27][C:28]([N:30]2[C:34]3[CH:35]=[CH:36][C:37]([C:39]4[CH:40]=[N:41][N:42]([CH3:44])[CH:43]=4)=[CH:38][C:33]=3[N:32]=[CH:31]2)=[CH:29][C:25]=1[O:1][CH:2]([C:4]1[CH:9]=[CH:8][N:7]=[C:6]([O:10][CH:11]2[CH2:16][CH2:15][N:14]([C:17]([O:19][C:20]([CH3:22])([CH3:21])[CH3:23])=[O:18])[CH2:13][CH2:12]2)[CH:5]=1)[CH3:3])=[O:46]. The yield is 0.790. (2) The product is [CH3:1][C@@H:2]([NH:13][CH2:14][CH2:15][CH2:16][C:17]1[CH:18]=[CH:19][CH:20]=[C:21]([C:23]([F:24])([F:25])[F:26])[CH:22]=1)[C:3]1[CH:4]=[CH:5][CH:6]=[C:7]2[CH:12]=[CH:11][CH:10]=[CH:9][C:8]=12. The reactants are [CH3:1][C@@H:2]([NH:13][CH2:14][CH2:15][CH2:16][C:17]1[CH:18]=[CH:19][CH:20]=[C:21]([C:23]([F:26])([F:25])[F:24])[CH:22]=1)[C:3]1[CH:4]=[CH:5][CH:6]=[C:7]2[CH:12]=[CH:11][CH:10]=[CH:9][C:8]=12.Cl. The yield is 0.960. The catalyst is ClCCl. (3) The reactants are [C:1](OC(=O)C)(=[O:3])[CH3:2].[CH3:8][O:9][C:10]1[CH:11]=[C:12]([C:18]2[N:19]=[C:20]([NH:23][C:24]3[N:25]=[CH:26][C:27]4[C:32]([CH:33]=3)=[CH:31][CH:30]=[CH:29][CH:28]=4)[S:21][CH:22]=2)[CH:13]=[CH:14][C:15]=1[O:16][CH3:17]. No catalyst specified. The product is [CH3:8][O:9][C:10]1[CH:11]=[C:12]([C:18]2[N:19]=[C:20]([N:23]([C:24]3[N:25]=[CH:26][C:27]4[C:32]([CH:33]=3)=[CH:31][CH:30]=[CH:29][CH:28]=4)[C:1](=[O:3])[CH3:2])[S:21][CH:22]=2)[CH:13]=[CH:14][C:15]=1[O:16][CH3:17]. The yield is 0.810. (4) The reactants are [CH2:1]([O:8][N:9]1[C:15](=[O:16])[N:14]2[CH2:17][C@H:10]1[CH2:11][CH2:12][C@H:13]2[C:18]([O:20]N1C(=O)[C@H]2[C@H]([C@@H]3C[C@H]2C=C3)C1=O)=O)[C:2]1[CH:7]=[CH:6][CH:5]=[CH:4][CH:3]=1.[NH2:33][O:34][C@H:35]1[CH2:39][CH2:38][N:37]([C:40]([O:42][C:43]([CH3:46])([CH3:45])[CH3:44])=[O:41])[CH2:36]1. The catalyst is ClCCl.C(OCC)(=O)C. The product is [CH2:1]([O:8][N:9]1[C:15](=[O:16])[N:14]2[CH2:17][C@H:10]1[CH2:11][CH2:12][C@H:13]2[C:18]([NH:33][O:34][C@H:35]1[CH2:39][CH2:38][N:37]([C:40]([O:42][C:43]([CH3:46])([CH3:45])[CH3:44])=[O:41])[CH2:36]1)=[O:20])[C:2]1[CH:3]=[CH:4][CH:5]=[CH:6][CH:7]=1. The yield is 0.950. (5) The reactants are [C:1]([C:3]1[CH:23]=[CH:22][C:6]([CH2:7][N:8]2[CH:17]=[CH:16][C:15]3[C:10](=[CH:11][C:12]([C:18](O)=[O:19])=[CH:13][CH:14]=3)[C:9]2=[O:21])=[CH:5][CH:4]=1)#[N:2].[NH2:24][CH2:25][C:26]1[CH:31]=[CH:30][N:29]=[CH:28][CH:27]=1. The yield is 0.672. No catalyst specified. The product is [N:29]1[CH:30]=[CH:31][C:26]([CH2:25][NH:24][C:18]([C:12]2[CH:11]=[C:10]3[C:15]([CH:16]=[CH:17][N:8]([CH2:7][C:6]4[CH:5]=[CH:4][C:3]([C:1]#[N:2])=[CH:23][CH:22]=4)[C:9]3=[O:21])=[CH:14][CH:13]=2)=[O:19])=[CH:27][CH:28]=1. (6) The reactants are Cl[C:2]1[C:11]2[C:6](=[CH:7][CH:8]=[C:9]([Cl:12])[N:10]=2)[N:5]=[CH:4][C:3]=1[C:13]([O:15][CH2:16]C)=[O:14].[NH2:18][C:19]1[CH:24]=[CH:23][C:22]([N:25]2[CH2:30][CH2:29][N:28]([C:31]([O:33][C:34]([CH3:37])([CH3:36])[CH3:35])=[O:32])[CH2:27][CH2:26]2)=[C:21]([C:38]([F:41])([F:40])[F:39])[CH:20]=1.C(=O)([O-])[O-].[K+].[K+]. The catalyst is ClCCl.C(O)(C)(C)C. The product is [C:34]([O:33][C:31]([N:28]1[CH2:27][CH2:26][N:25]([C:22]2[CH:23]=[CH:24][C:19]([NH:18][C:2]3[C:11]4[C:6](=[CH:7][CH:8]=[C:9]([Cl:12])[N:10]=4)[N:5]=[CH:4][C:3]=3[C:13]([O:15][CH3:16])=[O:14])=[CH:20][C:21]=2[C:38]([F:40])([F:41])[F:39])[CH2:30][CH2:29]1)=[O:32])([CH3:37])([CH3:35])[CH3:36]. The yield is 0.701. (7) The reactants are C(O[C:4](=[O:22])[CH2:5][C:6]1[NH:10][C:9]2[CH:11]=[C:12]([N:15]3[CH2:20][CH2:19][N:18]([CH3:21])[CH2:17][CH2:16]3)[CH:13]=[CH:14][C:8]=2[N:7]=1)C.[NH2:23][C:24]1[CH:31]=[CH:30][CH:29]=[C:28]([F:32])[C:25]=1[C:26]#[N:27].C[Si]([N-][Si](C)(C)C)(C)C.[K+].[K]. The catalyst is C1COCC1. The product is [NH2:27][C:26]1[C:25]2[C:24](=[CH:31][CH:30]=[CH:29][C:28]=2[F:32])[NH:23][C:4](=[O:22])[C:5]=1[C:6]1[NH:10][C:9]2[CH:11]=[C:12]([N:15]3[CH2:16][CH2:17][N:18]([CH3:21])[CH2:19][CH2:20]3)[CH:13]=[CH:14][C:8]=2[N:7]=1. The yield is 0.479.